This data is from Reaction yield outcomes from USPTO patents with 853,638 reactions. The task is: Predict the reaction yield, written as a fraction of the theoretical maximum amount of product (1.0 means a 100% yield; for example, 0.34 means a 34% yield). (1) The reactants are [C:1]1([C:7]2[CH:12]=[C:11]([C:13]3[CH:18]=[CH:17][CH:16]=[CH:15][CH:14]=3)[N:10]=[C:9]([O:19][CH2:20][CH2:21][CH2:22][CH2:23][C:24]([CH3:28])([CH3:27])[CH2:25][NH2:26])[CH:8]=2)[CH:6]=[CH:5][CH:4]=[CH:3][CH:2]=1.C(N(CC)CC)C.[NH:36]([C:56]([O:58][C:59]([CH3:62])([CH3:61])[CH3:60])=[O:57])[C@H:37]([C:46](ON1C(=O)CCC1=O)=[O:47])[CH2:38][C:39](=[O:45])[O:40][C:41]([CH3:44])([CH3:43])[CH3:42]. The catalyst is CN(C=O)C. The product is [C:59]([O:58][C:56]([NH:36][CH:37]([C:46](=[O:47])[NH:26][CH2:25][C:24]([CH3:28])([CH3:27])[CH2:23][CH2:22][CH2:21][CH2:20][O:19][C:9]1[CH:8]=[C:7]([C:1]2[CH:2]=[CH:3][CH:4]=[CH:5][CH:6]=2)[CH:12]=[C:11]([C:13]2[CH:14]=[CH:15][CH:16]=[CH:17][CH:18]=2)[N:10]=1)[CH2:38][C:39]([O:40][C:41]([CH3:44])([CH3:43])[CH3:42])=[O:45])=[O:57])([CH3:61])([CH3:60])[CH3:62]. The yield is 0.900. (2) The reactants are C(N(CC)CC)C.I[C:9]1[CH:18]=[CH:17][C:16]2[NH:15][C:14](=[O:19])[C:13]3[NH:20][CH:21]=[CH:22][C:12]=3[C:11]=2[CH:10]=1.[CH2:23]([C:25]([O-:27])=[O:26])[CH3:24].[C:28]([C:30]1[CH:35]=[CH:34][CH:33]=[CH:32][N:31]=1)#[CH:29]. The catalyst is O1CCOCC1.[Cu](I)I.Cl[Pd](Cl)([P](C1C=CC=CC=1)(C1C=CC=CC=1)C1C=CC=CC=1)[P](C1C=CC=CC=1)(C1C=CC=CC=1)C1C=CC=CC=1. The product is [O:19]=[C:14]1[C:13]2[NH:20][CH:21]=[CH:22][C:12]=2[C:11]2[CH:10]=[C:9]([C:29]#[C:28][C:30]3[CH:35]=[CH:34][CH:33]=[CH:32][N:31]=3)[CH:18]=[CH:17][C:16]=2[NH:15]1.[CH2:23]([C:25]([O-:27])=[O:26])[CH3:24]. The yield is 0.460.